This data is from Full USPTO retrosynthesis dataset with 1.9M reactions from patents (1976-2016). The task is: Predict the reactants needed to synthesize the given product. (1) Given the product [F:1][C:2]([F:7])([F:6])[C:3]([OH:5])=[O:4].[F:1][C:2]([F:7])([F:6])[C:3]([OH:5])=[O:4].[NH2:14][CH2:15][C:16]1[CH:21]=[CH:20][C:19]([Cl:22])=[CH:18][C:17]=1[CH2:23][NH:24][C:25]([C@@H:27]1[CH2:31][CH2:30][CH2:29][N:28]1[C:32]([C:34]1([OH:43])[C:38]2[CH:39]=[N:40][CH:41]=[CH:42][C:37]=2[CH2:36][CH2:35]1)=[O:33])=[O:26], predict the reactants needed to synthesize it. The reactants are: [F:1][C:2]([F:7])([F:6])[C:3]([OH:5])=[O:4].C(OC(=O)[NH:14][CH2:15][C:16]1[CH:21]=[CH:20][C:19]([Cl:22])=[CH:18][C:17]=1[CH2:23][NH:24][C:25]([C@@H:27]1[CH2:31][CH2:30][CH2:29][N:28]1[C:32]([C:34]1([OH:43])[C:38]2[CH:39]=[N:40][CH:41]=[CH:42][C:37]=2[CH2:36][CH2:35]1)=[O:33])=[O:26])(C)(C)C. (2) The reactants are: [S:1]1[C:9]2[CH2:8][CH2:7][NH:6][CH2:5][C:4]=2[CH:3]=[C:2]1[C:10]([O:12][CH2:13][CH3:14])=[O:11].[NH2:15]OS(=O)(=O)O.C([O-])([O-])=O.[K+].[K+]. Given the product [NH2:15][N:6]1[CH2:7][CH2:8][C:9]2[S:1][C:2]([C:10]([O:12][CH2:13][CH3:14])=[O:11])=[CH:3][C:4]=2[CH2:5]1, predict the reactants needed to synthesize it. (3) Given the product [OH:2][CH2:1][C:3]1[CH:27]=[CH:26][C:6]([O:7][CH2:8][C:9]2[N:10]=[C:11]([N:15]3[CH2:16][CH2:17][CH:18]([C:21]([O:23][CH2:24][CH3:25])=[O:22])[CH2:19][CH2:20]3)[S:12][C:13]=2[CH3:14])=[C:5]([O:28][CH3:29])[CH:4]=1, predict the reactants needed to synthesize it. The reactants are: [CH:1]([C:3]1[CH:27]=[CH:26][C:6]([O:7][CH2:8][C:9]2[N:10]=[C:11]([N:15]3[CH2:20][CH2:19][CH:18]([C:21]([O:23][CH2:24][CH3:25])=[O:22])[CH2:17][CH2:16]3)[S:12][C:13]=2[CH3:14])=[C:5]([O:28][CH3:29])[CH:4]=1)=[O:2].C(O)C.[BH4-].[Na+].O. (4) Given the product [CH3:14][C:6]1[C:5]([N+:15]([O-:17])=[O:16])=[C:4]([NH:3][CH3:2])[CH:13]=[CH:12][C:7]=1[C:8]([O:10][CH3:11])=[O:9], predict the reactants needed to synthesize it. The reactants are: I[CH3:2].[NH2:3][C:4]1[CH:13]=[CH:12][C:7]([C:8]([O:10][CH3:11])=[O:9])=[C:6]([CH3:14])[C:5]=1[N+:15]([O-:17])=[O:16].[H-].[Na+]. (5) Given the product [C:1]([C:5]1[CH:9]=[C:8]([NH:10][C:11]([NH:51][C:50]2[CH:52]=[CH:53][CH:54]=[C:48]([S:47][C:38]3[C:37]4[C:42](=[CH:43][C:44]([O:45][CH3:46])=[C:35]([O:34][CH3:33])[CH:36]=4)[N:41]=[CH:40][N:39]=3)[CH:49]=2)=[O:19])[N:7]([CH2:20][CH:21]([CH3:22])[CH3:23])[N:6]=1)([CH3:2])([CH3:3])[CH3:4], predict the reactants needed to synthesize it. The reactants are: [C:1]([C:5]1[CH:9]=[C:8]([NH:10][C:11](=[O:19])OC2C=CC=CC=2)[N:7]([CH2:20][CH:21]([CH3:23])[CH3:22])[N:6]=1)([CH3:4])([CH3:3])[CH3:2].C(N(CC)C(C)C)(C)C.[CH3:33][O:34][C:35]1[CH:36]=[C:37]2[C:42](=[CH:43][C:44]=1[O:45][CH3:46])[N:41]=[CH:40][N:39]=[C:38]2[S:47][C:48]1[CH:49]=[C:50]([CH:52]=[CH:53][CH:54]=1)[NH2:51]. (6) The reactants are: [Cl:1][C:2]1[CH:27]=[CH:26][C:5]([CH2:6][N:7]2[C:15]3[C:10](=[CH:11][C:12]([CH:16]=[C:17]4[S:21][C:20](SCC)=[N:19][C:18]4=[O:25])=[CH:13][CH:14]=3)[CH:9]=[N:8]2)=[C:4]([C:28]([F:31])([F:30])[F:29])[CH:3]=1.[NH:32]1[CH2:37][CH:36]=[C:35]([C:38]([OH:40])=[O:39])[CH2:34][CH2:33]1. Given the product [Cl:1][C:2]1[CH:27]=[CH:26][C:5]([CH2:6][N:7]2[C:15]3[C:10](=[CH:11][C:12]([CH:16]=[C:17]4[S:21][C:20]([N:32]5[CH2:33][CH:34]=[C:35]([C:38]([OH:40])=[O:39])[CH2:36][CH2:37]5)=[N:19][C:18]4=[O:25])=[CH:13][CH:14]=3)[CH:9]=[N:8]2)=[C:4]([C:28]([F:29])([F:30])[F:31])[CH:3]=1, predict the reactants needed to synthesize it. (7) Given the product [CH3:1][NH:2][C:5]1[CH:12]=[CH:13][CH:8]=[CH:9][CH:10]=1.[CH3:1][N+:2]([CH3:5])([CH3:4])[CH3:3].[OH-:6].[NH2:7][C:8]1[CH:13]=[CH:12][CH:11]=[CH:10][CH:9]=1, predict the reactants needed to synthesize it. The reactants are: [CH3:1][N+:2]([CH3:5])([CH3:4])[CH3:3].[OH-:6].[NH2:7][C:8]1[CH:13]=[CH:12][CH:11]=[CH:10][CH:9]=1.